This data is from Full USPTO retrosynthesis dataset with 1.9M reactions from patents (1976-2016). The task is: Predict the reactants needed to synthesize the given product. (1) Given the product [F:20][CH2:11][C:9]1[N:10]=[C:5]2[CH:4]=[CH:3][C:2]([I:1])=[CH:7][N:6]2[C:8]=1[CH3:13], predict the reactants needed to synthesize it. The reactants are: [I:1][C:2]1[CH:3]=[CH:4][C:5]2[N:6]([C:8]([CH3:13])=[C:9]([CH2:11]O)[N:10]=2)[CH:7]=1.CCN(S(F)(F)[F:20])CC. (2) Given the product [CH3:12][C:13]1[CH:18]=[C:17]([N+:19]([O-:21])=[O:20])[CH:16]=[CH:15][C:14]=1[N:22]=[C:23]1[N:8]([CH2:7][CH:2]2[CH2:6][CH2:5][CH2:4][CH2:3]2)[CH2:9][CH2:10][S:24]1, predict the reactants needed to synthesize it. The reactants are: [Cl-].[CH:2]1([CH2:7][NH2+:8][CH2:9][CH2:10]Cl)[CH2:6][CH2:5][CH2:4][CH2:3]1.[CH3:12][C:13]1[CH:18]=[C:17]([N+:19]([O-:21])=[O:20])[CH:16]=[CH:15][C:14]=1[N:22]=[C:23]=[S:24]. (3) Given the product [CH3:37][C:27]1[CH:32]=[CH:31][C:30]([S:33]([O:26][CH2:25][CH2:24][O:23][CH2:22][CH2:21][O:20][CH2:19][CH2:18][O:17][CH2:16][CH2:15][O:14][CH2:13][CH2:12][O:11][CH2:10][CH2:9][O:8][CH2:7][C:1]2[CH:6]=[CH:5][CH:4]=[CH:3][CH:2]=2)(=[O:35])=[O:34])=[CH:29][CH:28]=1, predict the reactants needed to synthesize it. The reactants are: [C:1]1([CH2:7][O:8][CH2:9][CH2:10][O:11][CH2:12][CH2:13][O:14][CH2:15][CH2:16][O:17][CH2:18][CH2:19][O:20][CH2:21][CH2:22][O:23][CH2:24][CH2:25][OH:26])[CH:6]=[CH:5][CH:4]=[CH:3][CH:2]=1.[C:27]1([CH3:37])[CH:32]=[CH:31][C:30]([S:33](Cl)(=[O:35])=[O:34])=[CH:29][CH:28]=1.C(N(CC)CC)C.